This data is from CYP3A4 inhibition data for predicting drug metabolism from PubChem BioAssay. The task is: Regression/Classification. Given a drug SMILES string, predict its absorption, distribution, metabolism, or excretion properties. Task type varies by dataset: regression for continuous measurements (e.g., permeability, clearance, half-life) or binary classification for categorical outcomes (e.g., BBB penetration, CYP inhibition). Dataset: cyp3a4_veith. The result is 0 (non-inhibitor). The compound is CSc1nc(C2CC2)cc(-c2cccs2)c1C#N.